Predict the reaction yield, written as a fraction of the theoretical maximum amount of product (1.0 means a 100% yield; for example, 0.34 means a 34% yield). From a dataset of Reaction yield outcomes from USPTO patents with 853,638 reactions. (1) The reactants are [Br:1][C:2]1[CH:7]=[C:6]([C:8]([CH3:11])([CH3:10])[CH3:9])[CH:5]=[CH:4][C:3]=1[NH2:12].[N+:13]([O-])([O-:15])=[O:14].[K+]. The catalyst is OS(O)(=O)=O. The product is [Br:1][C:2]1[CH:7]=[C:6]([C:8]([CH3:9])([CH3:11])[CH3:10])[C:5]([N+:13]([O-:15])=[O:14])=[CH:4][C:3]=1[NH2:12]. The yield is 0.780. (2) The reactants are [Cl:1][C:2]1[CH:11]=[CH:10][C:5]([C:6](=[N:8][OH:9])[NH2:7])=[CH:4][CH:3]=1.[OH-].C([N+](C)(C)C)C1C=CC=CC=1.[OH-].[Na+].[S:26]1[CH:30]=[CH:29][CH:28]=[C:27]1[C:31](Cl)=O. The catalyst is CC1CCCO1.O. The product is [Cl:1][C:2]1[CH:11]=[CH:10][C:5]([C:6]2[N:7]=[C:31]([C:27]3[S:26][CH:30]=[CH:29][CH:28]=3)[O:9][N:8]=2)=[CH:4][CH:3]=1. The yield is 0.860.